From a dataset of TCR-epitope binding with 47,182 pairs between 192 epitopes and 23,139 TCRs. Binary Classification. Given a T-cell receptor sequence (or CDR3 region) and an epitope sequence, predict whether binding occurs between them. (1) The epitope is MPASWVMRI. The TCR CDR3 sequence is CSASPRGAWYTDTQYF. Result: 0 (the TCR does not bind to the epitope). (2) The epitope is EPLPQGQLTAY. The TCR CDR3 sequence is CASSQFGTWGHEQFF. Result: 0 (the TCR does not bind to the epitope). (3) The epitope is YVLDHLIVV. The TCR CDR3 sequence is CASSPGVTSGRMGEQYF. Result: 1 (the TCR binds to the epitope). (4) The epitope is HPKVSSEVHI. The TCR CDR3 sequence is CASRSPDTGELFF. Result: 1 (the TCR binds to the epitope). (5) The TCR CDR3 sequence is CASSPGTSGNTGELFF. Result: 0 (the TCR does not bind to the epitope). The epitope is YFPLQSYGF. (6) The epitope is IPRRNVATL. The TCR CDR3 sequence is CSVGQGPYEQYF. Result: 0 (the TCR does not bind to the epitope). (7) The epitope is YLKLTDNVYIK. The TCR CDR3 sequence is CASSYPRLAAFSEQFF. Result: 1 (the TCR binds to the epitope).